Predict which catalyst facilitates the given reaction. From a dataset of Catalyst prediction with 721,799 reactions and 888 catalyst types from USPTO. Reactant: [Cl:1][C:2]1[C:3]2[CH:10]=[CH:9][NH:8][C:4]=2[N:5]=[CH:6][N:7]=1.[Br:11]N1C(=O)CCC1=O. Product: [Br:11][C:10]1[C:3]2[C:2]([Cl:1])=[N:7][CH:6]=[N:5][C:4]=2[NH:8][CH:9]=1. The catalyst class is: 2.